Dataset: Forward reaction prediction with 1.9M reactions from USPTO patents (1976-2016). Task: Predict the product of the given reaction. (1) Given the reactants C([N:8]1[CH2:13][CH2:12][CH:11]([C:14]2[NH:18][N:17]=[N:16][N:15]=2)[CH2:10][CH2:9]1)(OC(C)(C)C)=O.C(Cl)(=O)C.Cl, predict the reaction product. The product is: [NH:18]1[C:14]([CH:11]2[CH2:12][CH2:13][NH:8][CH2:9][CH2:10]2)=[N:15][N:16]=[N:17]1. (2) Given the reactants [F:1][C:2]1[CH:7]=[CH:6][CH:5]=[C:4]([F:8])[C:3]=1[CH:9]([N:11]1[C:19]2[C:14](=[N:15][CH:16]=[CH:17][CH:18]=2)[C:13]([C:20](O)=[O:21])=[CH:12]1)[CH3:10].[F:23][CH2:24][CH2:25][NH2:26].C(N(CC)CC)C.CCCP1(OP(CCC)(=O)OP(CCC)(=O)O1)=O, predict the reaction product. The product is: [F:1][C:2]1[CH:7]=[CH:6][CH:5]=[C:4]([F:8])[C:3]=1[CH:9]([N:11]1[C:19]2[C:14](=[N:15][CH:16]=[CH:17][CH:18]=2)[C:13]([C:20]([NH:26][CH2:25][CH2:24][F:23])=[O:21])=[CH:12]1)[CH3:10].